Task: Predict the reaction yield, written as a fraction of the theoretical maximum amount of product (1.0 means a 100% yield; for example, 0.34 means a 34% yield).. Dataset: Reaction yield outcomes from USPTO patents with 853,638 reactions The reactants are [S:1]([NH2:5])([NH2:4])(=[O:3])=[O:2].N12CCCN=C1CCCCC2.O1CCOCC1.N[C:24]([C:36]1[CH:37]=[N:38][C:39]([Cl:42])=[CH:40][CH:41]=1)([CH3:35])[C:25]([C:27]1[CH:32]=[CH:31][C:30]([Cl:33])=[C:29]([F:34])[CH:28]=1)=O. The catalyst is C(OCC)(=O)C. The product is [Cl:42][C:39]1[CH:40]=[CH:41][C:36]([C:24]2([CH3:35])[C:25]([C:27]3[CH:32]=[CH:31][C:30]([Cl:33])=[C:29]([F:34])[CH:28]=3)=[N:5][S:1](=[O:3])(=[O:2])[NH:4]2)=[CH:37][N:38]=1. The yield is 0.800.